This data is from Forward reaction prediction with 1.9M reactions from USPTO patents (1976-2016). The task is: Predict the product of the given reaction. (1) Given the reactants [Br:1][C:2]1[CH:9]=[CH:8][C:5]([CH:6]=O)=[CH:4][CH:3]=1.[C@@H:10]1([NH2:20])[C:19]2[C:14](=[CH:15][CH:16]=[CH:17][CH:18]=2)[CH2:13][CH2:12][CH2:11]1, predict the reaction product. The product is: [Br:1][C:2]1[CH:9]=[CH:8][C:5]([CH2:6][NH:20][C@@H:10]2[C:19]3[C:14](=[CH:15][CH:16]=[CH:17][CH:18]=3)[CH2:13][CH2:12][CH2:11]2)=[CH:4][CH:3]=1. (2) Given the reactants [N+:1]([C:4]1[CH:11]=[CH:10][C:7]([CH2:8]Br)=[CH:6][CH:5]=1)([O-:3])=[O:2].[CH2:12]1[C:21]2[C:16](=[CH:17][CH:18]=[CH:19][CH:20]=2)[CH2:15][CH2:14][NH:13]1.C(=O)([O-])[O-].[K+].[K+], predict the reaction product. The product is: [N+:1]([C:4]1[CH:11]=[CH:10][C:7]([CH2:8][N:13]2[CH2:14][CH2:15][C:16]3[C:21](=[CH:20][CH:19]=[CH:18][CH:17]=3)[CH2:12]2)=[CH:6][CH:5]=1)([O-:3])=[O:2].